From a dataset of NCI-60 drug combinations with 297,098 pairs across 59 cell lines. Regression. Given two drug SMILES strings and cell line genomic features, predict the synergy score measuring deviation from expected non-interaction effect. (1) Drug 1: C1=CC(=CC=C1C#N)C(C2=CC=C(C=C2)C#N)N3C=NC=N3. Drug 2: CC1=C(C=C(C=C1)NC(=O)C2=CC=C(C=C2)CN3CCN(CC3)C)NC4=NC=CC(=N4)C5=CN=CC=C5. Cell line: RPMI-8226. Synergy scores: CSS=9.74, Synergy_ZIP=-5.82, Synergy_Bliss=-6.02, Synergy_Loewe=-1.29, Synergy_HSA=-1.38. (2) Drug 1: CCN(CC)CCCC(C)NC1=C2C=C(C=CC2=NC3=C1C=CC(=C3)Cl)OC. Drug 2: C(CCl)NC(=O)N(CCCl)N=O. Cell line: T-47D. Synergy scores: CSS=23.5, Synergy_ZIP=-3.01, Synergy_Bliss=5.01, Synergy_Loewe=-18.5, Synergy_HSA=5.18.